From a dataset of Forward reaction prediction with 1.9M reactions from USPTO patents (1976-2016). Predict the product of the given reaction. Given the reactants Cl.[N:2]1[CH:7]=[CH:6][C:5]([CH2:8][C:9]([OH:11])=O)=[CH:4][CH:3]=1.C(N(CC)CC)C.C(N1C=CN=C1)(N1C=CN=C1)=O.[CH3:31][C:32]1(C)[O:37]C(=O)[CH2:35][C:34](=O)[O:33]1.N1C=CC=CC=1, predict the reaction product. The product is: [CH2:34]([O:33][C:32](=[O:37])[CH2:31][C:9](=[O:11])[CH2:8][C:5]1[CH:4]=[CH:3][N:2]=[CH:7][CH:6]=1)[CH3:35].